From a dataset of Catalyst prediction with 721,799 reactions and 888 catalyst types from USPTO. Predict which catalyst facilitates the given reaction. (1) Reactant: C1(P(C2C=CC=CC=2)C2C=CC=CC=2)C=CC=CC=1.[CH2:20](O)[CH2:21][O:22]CCO.N([C:34]([O:36][CH2:37][CH3:38])=O)=N[C:34]([O:36][CH2:37][CH3:38])=O.[Cl:39][C:40]1[C:49]2[C:44](=[CH:45][C:46]([OH:52])=[C:47]([O:50][CH3:51])[CH:48]=2)[N:43]=[N:42][CH:41]=1. Product: [Cl:39][C:40]1[C:49]2[C:44](=[CH:45][C:46]([O:52][CH2:20][CH2:21][O:22][CH2:38][CH2:37][O:36][CH3:34])=[C:47]([O:50][CH3:51])[CH:48]=2)[N:43]=[N:42][CH:41]=1. The catalyst class is: 2. (2) Reactant: [Li][CH2:2][CH2:3][CH2:4][CH3:5].[Cl:6][C:7]1[CH:12]=[CH:11][C:10]([O:13][C:14]2[CH:21]=CC=C[C:15]=2[CH:16]=O)=[CH:9][C:8]=1[C:22]([F:25])([F:24])[F:23]. Product: [CH:4]([C:3]1[CH:2]=[CH:21][C:14]([O:13][C:10]2[CH:11]=[CH:12][C:7]([Cl:6])=[C:8]([C:22]([F:24])([F:23])[F:25])[CH:9]=2)=[CH:15][CH:16]=1)=[CH2:5]. The catalyst class is: 597.